Dataset: Forward reaction prediction with 1.9M reactions from USPTO patents (1976-2016). Task: Predict the product of the given reaction. (1) Given the reactants [OH:1][C:2]1[CH:3]=[C:4]([CH:14]=[C:15]([O:17][CH:18]([CH3:20])[CH3:19])[CH:16]=1)[C:5]([NH:7][C:8]1[CH:12]=[CH:11][N:10]([CH3:13])[N:9]=1)=[O:6].F[C:22]1[CH:23]=[CH:24][C:25]([C:28]([O:30]CC)=[O:29])=[N:26][CH:27]=1.C(=O)([O-])[O-].[K+].[K+].[OH-].[Na+].Cl, predict the reaction product. The product is: [CH:18]([O:17][C:15]1[CH:16]=[C:2]([CH:3]=[C:4]([C:5](=[O:6])[NH:7][C:8]2[CH:12]=[CH:11][N:10]([CH3:13])[N:9]=2)[CH:14]=1)[O:1][C:22]1[CH:23]=[CH:24][C:25]([C:28]([OH:30])=[O:29])=[N:26][CH:27]=1)([CH3:20])[CH3:19]. (2) The product is: [Br:1][C:2]1[CH:3]=[C:4]([CH:9]=[C:10]([CH2:12][N:13]([CH3:15])[CH3:14])[CH:11]=1)[C:5]([OH:7])=[O:6]. Given the reactants [Br:1][C:2]1[CH:3]=[C:4]([CH:9]=[C:10]([CH2:12][N:13]([CH3:15])[CH3:14])[CH:11]=1)[C:5]([O:7]C)=[O:6].O.[OH-].[Li+], predict the reaction product. (3) Given the reactants [CH:1]([N:4]1[CH2:9][CH2:8][NH:7][CH2:6][CH2:5]1)([CH3:3])[CH3:2].Cl[C:11]1[N:12]=[N:13][C:14]([C:17]2[CH:22]=[CH:21][C:20]([S:23]([CH3:26])(=[O:25])=[O:24])=[CH:19][CH:18]=2)=[CH:15][CH:16]=1, predict the reaction product. The product is: [CH:1]([N:4]1[CH2:9][CH2:8][N:7]([C:11]2[N:12]=[N:13][C:14]([C:17]3[CH:18]=[CH:19][C:20]([S:23]([CH3:26])(=[O:24])=[O:25])=[CH:21][CH:22]=3)=[CH:15][CH:16]=2)[CH2:6][CH2:5]1)([CH3:3])[CH3:2]. (4) Given the reactants [CH3:1][O:2][C:3]1[CH:8]=[CH:7][CH:6]=[CH:5][C:4]=1[C:9]([F:12])([F:11])[F:10].[Cl:13][S:14](O)(=[O:16])=[O:15], predict the reaction product. The product is: [CH3:1][O:2][C:3]1[CH:8]=[CH:7][C:6]([S:14]([Cl:13])(=[O:16])=[O:15])=[CH:5][C:4]=1[C:9]([F:10])([F:11])[F:12]. (5) Given the reactants Br[C:2]1[S:3][CH:4]=[C:5]([Br:7])[CH:6]=1.[Cl:8][C:9]1[CH:14]=[CH:13][C:12]([C:15]2[CH:16]=[CH:17][C:18]([C:21]#[CH:22])=[N:19][CH:20]=2)=[CH:11][CH:10]=1.BrCl, predict the reaction product. The product is: [Br:7][C:5]1[CH:6]=[C:2]([C:22]#[C:21][C:18]2[CH:17]=[CH:16][C:15]([C:12]3[CH:13]=[CH:14][C:9]([Cl:8])=[CH:10][CH:11]=3)=[CH:20][N:19]=2)[S:3][CH:4]=1. (6) Given the reactants [CH2:1]=[CH:2][CH2:3][CH2:4][CH2:5][CH2:6][CH2:7][CH3:8].[H][H].C=C.C[Al]1CCCCO1, predict the reaction product. The product is: [CH2:1]=[CH2:2].[CH2:1]=[CH:2][CH2:3][CH2:4][CH2:5][CH2:6][CH2:7][CH3:8]. (7) The product is: [C:42]([O:41][C:39]([N:16]1[C:17]2[C:22](=[C:21]([NH:23][C:24]3[C:32]4[C:27](=[CH:28][N:29]=[CH:30][CH:31]=4)[O:26][C:25]=3[C:33]3[N:38]=[CH:37][CH:36]=[CH:35][N:34]=3)[CH:20]=[CH:19][CH:18]=2)[C:14]([CH2:13][CH2:12][C:11]([OH:7])=[O:10])=[N:15]1)=[O:40])([CH3:45])([CH3:44])[CH3:43]. Given the reactants CC(=CC)C.Cl([O-])=[O:7].[Na+].[O:10]=[CH:11][CH2:12][CH2:13][C:14]1[C:22]2[C:17](=[CH:18][CH:19]=[CH:20][C:21]=2[NH:23][C:24]2[C:32]3[C:27](=[CH:28][N:29]=[CH:30][CH:31]=3)[O:26][C:25]=2[C:33]2[N:38]=[CH:37][CH:36]=[CH:35][N:34]=2)[N:16]([C:39]([O:41][C:42]([CH3:45])([CH3:44])[CH3:43])=[O:40])[N:15]=1, predict the reaction product. (8) Given the reactants [CH3:1][N:2]([CH3:7])[CH2:3][CH2:4][CH2:5][OH:6].CN1CCCC1=O.[H-].[Na+].Cl[CH2:18][CH2:19][CH2:20][N:21]1[C:25]2[CH:26]=[CH:27][C:28]([N+:30]([O-:32])=[O:31])=[CH:29][C:24]=2[O:23][C:22]1=[O:33], predict the reaction product. The product is: [CH3:1][N:2]([CH3:7])[CH2:3][CH2:4][CH2:5][O:6][C:22]([N:21]1[C:25]2[CH:26]=[CH:27][C:28]([N+:30]([O-:32])=[O:31])=[CH:29][C:24]=2[O:23][CH2:18][CH2:19][CH2:20]1)=[O:33]. (9) Given the reactants [CH3:1][N:2]1[C:6]([CH:7]=O)=[N:5][C:4]([N:9]2[CH2:13][CH2:12][CH2:11][CH2:10]2)=[N:3]1.[Cl-].[CH3:15][C:16]1[C:17]([CH2:26][P+](C2C=CC=CC=2)(C2C=CC=CC=2)C2C=CC=CC=2)=[N:18][C:19]2[C:24]([N:25]=1)=[CH:23][CH:22]=[CH:21][CH:20]=2, predict the reaction product. The product is: [CH3:15][C:16]1[C:17]([CH:26]=[CH:7][C:6]2[N:2]([CH3:1])[N:3]=[C:4]([N:9]3[CH2:13][CH2:12][CH2:11][CH2:10]3)[N:5]=2)=[N:18][C:19]2[C:24](=[CH:23][CH:22]=[CH:21][CH:20]=2)[N:25]=1. (10) Given the reactants [F:1][C:2]([F:33])([F:32])[C:3]1[CH:27]=[C:26]([C:28]([F:31])([F:30])[F:29])[CH:25]=[CH:24][C:4]=1[CH2:5][N:6]1[C:14]2[C:9](=[CH:10][C:11]([CH:15]=[C:16]3[S:20][C:19](SC)=[N:18][C:17]3=[O:23])=[CH:12][CH:13]=2)[CH:8]=[N:7]1.[NH:34]1[CH2:39][CH2:38][CH:37]([NH:40][S:41]([CH3:44])(=[O:43])=[O:42])[CH2:36][CH2:35]1, predict the reaction product. The product is: [F:33][C:2]([F:1])([F:32])[C:3]1[CH:27]=[C:26]([C:28]([F:31])([F:29])[F:30])[CH:25]=[CH:24][C:4]=1[CH2:5][N:6]1[C:14]2[C:9](=[CH:10][C:11]([CH:15]=[C:16]3[S:20][C:19]([N:34]4[CH2:35][CH2:36][CH:37]([NH:40][S:41]([CH3:44])(=[O:42])=[O:43])[CH2:38][CH2:39]4)=[N:18][C:17]3=[O:23])=[CH:12][CH:13]=2)[CH:8]=[N:7]1.